The task is: Predict the reaction yield, written as a fraction of the theoretical maximum amount of product (1.0 means a 100% yield; for example, 0.34 means a 34% yield).. This data is from Reaction yield outcomes from USPTO patents with 853,638 reactions. (1) The reactants are [CH:1]1([C:7]([C:9]2[CH:14]=[CH:13][CH:12]=[CH:11][CH:10]=2)=O)[CH2:6][CH2:5][CH2:4][CH2:3][CH2:2]1.[BH3-]C#[N:17].[Na+]. The catalyst is CO. The product is [CH:1]1([CH:7]([C:9]2[CH:14]=[CH:13][CH:12]=[CH:11][CH:10]=2)[NH2:17])[CH2:6][CH2:5][CH2:4][CH2:3][CH2:2]1. The yield is 0.930. (2) The reactants are [CH:1]1([NH:7][CH:8]2[CH2:13][CH2:12][CH2:11][CH2:10][CH2:9]2)[CH2:6][CH2:5][CH2:4][CH2:3][CH2:2]1.C[Mg]Br.[F:17][C:18]1[CH:25]=[CH:24][CH:23]=[C:22]([F:26])[C:19]=1[C:20]#[N:21]. The catalyst is C1(C)C=CC=CC=1.C(OCC)C. The product is [CH:8]1([N:7]([CH:1]2[CH2:2][CH2:3][CH2:4][CH2:5][CH2:6]2)[C:20](=[NH:21])[C:19]2[C:18]([F:17])=[CH:25][CH:24]=[CH:23][C:22]=2[F:26])[CH2:9][CH2:10][CH2:11][CH2:12][CH2:13]1. The yield is 0.890. (3) The reactants are [CH2:1]1[O:12][CH:4]([C:5]2[CH:10]=[CH:9][CH:8]=[C:7]([NH2:11])[CH:6]=2)[O:3][CH2:2]1.[F:13][C:14]([F:25])([F:24])[C:15]1[CH:20]=[CH:19][C:18]([N:21]=[C:22]=[O:23])=[CH:17][CH:16]=1. The catalyst is C1COCC1.CCCCCC. The product is [O:12]1[CH2:1][CH2:2][O:3][CH:4]1[C:5]1[CH:6]=[C:7]([NH:11][C:22]([NH:21][C:18]2[CH:17]=[CH:16][C:15]([C:14]([F:13])([F:24])[F:25])=[CH:20][CH:19]=2)=[O:23])[CH:8]=[CH:9][CH:10]=1. The yield is 0.600.